Dataset: Full USPTO retrosynthesis dataset with 1.9M reactions from patents (1976-2016). Task: Predict the reactants needed to synthesize the given product. (1) Given the product [OH:7][C:8]1[CH:9]=[C:10]([CH:14]([O:17][C:18]2[CH:25]=[CH:24][C:21]([C:22]#[N:23])=[C:20]([C:26]([F:29])([F:27])[F:28])[CH:19]=2)[CH2:15][CH2:16][CH3:31])[CH:11]=[N:12][CH:13]=1, predict the reactants needed to synthesize it. The reactants are: COCCOC[O:7][C:8]1[CH:9]=[C:10]([CH:14]([O:17][C:18]2[CH:25]=[CH:24][C:21]([C:22]#[N:23])=[C:20]([C:26]([F:29])([F:28])[F:27])[CH:19]=2)[CH2:15][CH3:16])[CH:11]=[N:12][CH:13]=1.F[C:31]1C=CC(C#N)=C(C(F)(F)F)C=1. (2) Given the product [Cl:12][C:13]1[CH:20]=[CH:19][CH:18]=[CH:17][C:14]=1[CH:15]1[C:2]([C:1]([O:7][C:8]([CH3:11])([CH3:10])[CH3:9])=[O:6])=[C:3]([CH3:5])[NH:21][C:3]([CH3:5])=[C:2]1[C:1]([O:7][C:8]([CH3:11])([CH3:10])[CH3:9])=[O:22], predict the reactants needed to synthesize it. The reactants are: [C:1]([O:7][C:8]([CH3:11])([CH3:10])[CH3:9])(=[O:6])[CH2:2][C:3]([CH3:5])=O.[Cl:12][C:13]1[CH:20]=[CH:19][CH:18]=[CH:17][C:14]=1[CH:15]=O.[NH4+:21].[OH-:22]. (3) Given the product [F:19][CH:17]([F:18])[C:11]1[CH:12]=[C:13]([N+:14]([O-:16])=[O:15])[C:8]([C:6]([OH:7])=[O:5])=[N:9][CH:10]=1, predict the reactants needed to synthesize it. The reactants are: C([O:5][C:6]([C:8]1[C:13]([N+:14]([O-:16])=[O:15])=[CH:12][C:11]([CH:17]([F:19])[F:18])=[CH:10][N:9]=1)=[O:7])(C)(C)C.C1(C)C=CC=CC=1. (4) Given the product [Cl:1][C:2]1[C:3]([CH2:8][NH:9][C:13]([C@@H:12]2[CH2:16][CH2:17][CH2:18][N:11]2[C:19]([O:21][CH2:22][C:23]2[CH:28]=[CH:27][CH:26]=[CH:25][CH:24]=2)=[O:20])=[O:14])=[N:4][CH:5]=[CH:6][N:7]=1, predict the reactants needed to synthesize it. The reactants are: [Cl:1][C:2]1[C:3]([CH2:8][NH2:9])=[N:4][CH:5]=[CH:6][N:7]=1.Cl.[N:11]1([C:19]([O:21][CH2:22][C:23]2[CH:28]=[CH:27][CH:26]=[CH:25][CH:24]=2)=[O:20])[CH2:18][CH2:17][CH2:16][C@H:12]1[C:13](O)=[O:14].C(N(CC)CC)C.CN(C(ON1N=NC2C=CC=NC1=2)=[N+](C)C)C.F[P-](F)(F)(F)(F)F.